This data is from Forward reaction prediction with 1.9M reactions from USPTO patents (1976-2016). The task is: Predict the product of the given reaction. (1) The product is: [C:24]([O-:30])(=[O:32])[CH3:25].[NH4+:4].[Cl:1][C:2]1[C:3]2[N:4]([C:24]([CH2:25][C:26]([F:29])([F:28])[F:27])=[N:23][N:22]=2)[N:5]=[CH:6][C:7]=1[N:8]1[CH2:13][CH2:12][CH:11]([C:14]2[CH:19]=[CH:18][C:17]([F:20])=[CH:16][C:15]=2[F:21])[CH2:10][CH2:9]1. Given the reactants [Cl:1][C:2]1[C:7]([N:8]2[CH2:13][CH2:12][CH:11]([C:14]3[CH:19]=[CH:18][C:17]([F:20])=[CH:16][C:15]=3[F:21])[CH2:10][CH2:9]2)=[CH:6][N:5]=[N:4][C:3]=1[NH:22][NH:23][C:24](=[O:30])[CH2:25][C:26]([F:29])([F:28])[F:27].P(Cl)(Cl)(Cl)=[O:32], predict the reaction product. (2) Given the reactants Br[C:2]1[CH:10]=[CH:9][C:5]2[N:6]=[CH:7][NH:8][C:4]=2[CH:3]=1.[C:11]1([CH2:17][CH2:18][NH2:19])[CH:16]=[CH:15][CH:14]=[CH:13][CH:12]=1.C1(P(C2CCCCC2)C2C=CC=CC=2C2C=CC=CC=2N(C)C)CCCCC1.C[Si]([N-][Si](C)(C)C)(C)C.[Li+].C1COCC1, predict the reaction product. The product is: [CH2:18]([NH:19][C:2]1[CH:10]=[CH:9][C:5]2[NH:6][CH:7]=[N:8][C:4]=2[CH:3]=1)[CH2:17][C:11]1[CH:16]=[CH:15][CH:14]=[CH:13][CH:12]=1. (3) Given the reactants [CH3:1][C:2]([C:4]1[CH:9]=[CH:8][CH:7]=[CH:6][CH:5]=1)=[CH2:3].N12CCCN=C1CCCCC2.Br[CH:22]([C:28]([O:30][CH2:31][CH3:32])=[O:29])[C:23]([O:25][CH2:26][CH3:27])=[O:24], predict the reaction product. The product is: [CH2:26]([O:25][C:23]([C:22]1([C:28]([O:30][CH2:31][CH3:32])=[O:29])[CH2:1][C:2]1([CH3:3])[C:4]1[CH:9]=[CH:8][CH:7]=[CH:6][CH:5]=1)=[O:24])[CH3:27]. (4) The product is: [CH3:4][C:5]1[S:9][C:8]([CH2:10][C:11]2[CH:12]=[C:13]([CH2:14][OH:15])[CH:16]=[CH:17][CH:18]=2)=[CH:7][CH:6]=1. Given the reactants C(O)C.[CH3:4][C:5]1[S:9][C:8]([CH2:10][C:11]2[CH:12]=[C:13]([CH:16]=[CH:17][CH:18]=2)[CH:14]=[O:15])=[CH:7][CH:6]=1.[BH4-].[Na+], predict the reaction product. (5) Given the reactants [NH:1]1[C:9]2[C:4](=[CH:5][CH:6]=[C:7]([C:10]([O:12][CH3:13])=[O:11])[CH:8]=2)[CH:3]=[CH:2]1.[BH3-]C#N.[Na+], predict the reaction product. The product is: [NH:1]1[C:9]2[C:4](=[CH:5][CH:6]=[C:7]([C:10]([O:12][CH3:13])=[O:11])[CH:8]=2)[CH2:3][CH2:2]1. (6) The product is: [Cl:11][CH2:12][CH2:13][CH2:14][O:1][C:2]1[C:3]([CH3:8])=[N:4][CH:5]=[CH:6][CH:7]=1. Given the reactants [OH:1][C:2]1[C:3]([CH3:8])=[N:4][CH:5]=[CH:6][CH:7]=1.[H-].[Na+].[Cl:11][CH2:12][CH2:13][CH2:14]I.[Na+].[Cl-], predict the reaction product.